Dataset: Reaction yield outcomes from USPTO patents with 853,638 reactions. Task: Predict the reaction yield, written as a fraction of the theoretical maximum amount of product (1.0 means a 100% yield; for example, 0.34 means a 34% yield). (1) The yield is 0.140. The catalyst is CC(N(C)C)=O. The reactants are [CH3:1][C:2]1[NH:6][N:5]=[C:4]([NH2:7])[CH:3]=1.[I-].[K+].[F:10][C:11]1[CH:48]=[CH:47][C:14]([C:15]([C:17]2[N:26]=[C:25](C3C(C(C)C)=C(S([O-])(=O)=O)C(C(C)C)=CC=3C(C)C)[C:24]3[C:19](=[CH:20][C:21]([CH3:46])=[CH:22][CH:23]=3)[N:18]=2)=[O:16])=[CH:13][CH:12]=1.O. The product is [F:10][C:11]1[CH:12]=[CH:13][C:14]([C:15]([C:17]2[N:26]=[C:25]([NH:7][C:4]3[CH:3]=[C:2]([CH3:1])[NH:6][N:5]=3)[C:24]3[C:19](=[CH:20][C:21]([CH3:46])=[CH:22][CH:23]=3)[N:18]=2)=[O:16])=[CH:47][CH:48]=1. (2) The yield is 0.700. No catalyst specified. The product is [CH:1]([O:4][C:6]1[CH:11]=[CH:10][CH:9]=[CH:8][C:7]=1[N+:12]([O-:14])=[O:13])([CH3:3])[CH3:2].[CH:15]([O:18][C:19]1[CH:25]=[CH:24][CH:23]=[CH:22][C:20]=1[NH:21][C:1]([NH:26][C:27]1[S:28][CH:29]=[CH:30][N:31]=1)=[O:4])([CH3:17])[CH3:16]. The reactants are [CH:1]([OH:4])([CH3:3])[CH3:2].F[C:6]1[CH:11]=[CH:10][CH:9]=[CH:8][C:7]=1[N+:12]([O-:14])=[O:13].[CH:15]([O:18][C:19]1[CH:25]=[CH:24][CH:23]=[CH:22][C:20]=1[NH2:21])([CH3:17])[CH3:16].[NH2:26][C:27]1[S:28][CH:29]=[CH:30][N:31]=1.